Dataset: Forward reaction prediction with 1.9M reactions from USPTO patents (1976-2016). Task: Predict the product of the given reaction. (1) Given the reactants [F:1][C:2]1[CH:7]=[CH:6][C:5]([OH:8])=[CH:4][CH:3]=1.[Br:9][CH2:10][CH2:11][CH2:12]Br.C([O-])([O-])=O.[Cs+].[Cs+], predict the reaction product. The product is: [F:1][C:2]1[CH:7]=[CH:6][C:5]([O:8][CH2:12][CH2:11][CH2:10][Br:9])=[CH:4][CH:3]=1. (2) Given the reactants [CH:1]1[C:13]2[CH:12]([CH2:14][O:15][C:16](=[O:30])[NH:17][C:18]3[CH:23]=[C:22]([S:24](Cl)(=[O:26])=[O:25])[C:21]([CH3:28])=[CH:20][C:19]=3[CH3:29])[C:11]3[C:6](=[CH:7][CH:8]=[CH:9][CH:10]=3)[C:5]=2[CH:4]=[CH:3][CH:2]=1.[N:31]1[CH:36]=[CH:35][CH:34]=[C:33]([CH2:37][NH2:38])[CH:32]=1.N1C=CC=CC=1, predict the reaction product. The product is: [CH:1]1[C:13]2[CH:12]([CH2:14][O:15][C:16](=[O:30])[NH:17][C:18]3[CH:23]=[C:22]([S:24]([NH:38][CH2:37][C:33]4[CH:32]=[N:31][CH:36]=[CH:35][CH:34]=4)(=[O:26])=[O:25])[C:21]([CH3:28])=[CH:20][C:19]=3[CH3:29])[C:11]3[C:6](=[CH:7][CH:8]=[CH:9][CH:10]=3)[C:5]=2[CH:4]=[CH:3][CH:2]=1. (3) Given the reactants Br[C:2]1[C:3]([O:10][C:11]2[CH:16]=[CH:15][C:14]([NH:17][C:18]3[CH:23]=[CH:22][C:21]([CH3:24])=[CH:20][N:19]=3)=[CH:13][CH:12]=2)=[N:4][CH:5]=[C:6]([O:8][CH3:9])[CH:7]=1.[F:25][C:26]1[CH:31]=[C:30](B(O)O)[CH:29]=[CH:28][N:27]=1.C(=O)([O-])[O-].[Na+].[Na+], predict the reaction product. The product is: [F:25][C:26]1[CH:31]=[C:30]([C:2]2[C:3]([O:10][C:11]3[CH:16]=[CH:15][C:14]([NH:17][C:18]4[CH:23]=[CH:22][C:21]([CH3:24])=[CH:20][N:19]=4)=[CH:13][CH:12]=3)=[N:4][CH:5]=[C:6]([O:8][CH3:9])[CH:7]=2)[CH:29]=[CH:28][N:27]=1. (4) The product is: [CH3:29][CH:26]1[C:25](=[O:30])[NH:24][C:19]2[CH:20]=[N:21][CH:22]=[CH:23][C:18]=2[C:16]2[CH:15]=[CH:14][N:13]=[C:12]([CH:17]=2)[C@@H:8]([NH:7][C:6](=[O:31])[O:5][C:1]([CH3:4])([CH3:2])[CH3:3])[CH2:9][CH:10]=[CH:27]1. Given the reactants [C:1]([O:5][C:6](=[O:31])[NH:7][C@H:8]([C:12]1[CH:17]=[C:16]([C:18]2[CH:23]=[CH:22][N:21]=[CH:20][C:19]=2[NH:24][C:25](=[O:30])[C@H:26]([CH3:29])[CH:27]=C)[CH:15]=[CH:14][N:13]=1)[CH2:9][CH:10]=C)([CH3:4])([CH3:3])[CH3:2].CC1C=CC(S(O)(=O)=O)=CC=1.O, predict the reaction product. (5) Given the reactants [NH2:1][C:2]1[N:7]=[C:6]([N:8]2[CH2:30][CH2:29][C:11]3([CH2:15][N:14]([C:16]([O:18][CH2:19][C:20]4[CH:25]=[CH:24][CH:23]=[CH:22][CH:21]=4)=[O:17])[C@H:13]([C:26]([OH:28])=[O:27])[CH2:12]3)[CH2:10][CH2:9]2)[CH:5]=[C:4]([O:31][C@H:32]([C:37]2[CH:42]=[CH:41][C:40]([Cl:43])=[CH:39][C:38]=2[N:44]2[CH:48]=[CH:47][C:46]([CH3:49])=[N:45]2)[C:33]([F:36])([F:35])[F:34])[N:3]=1.O(C(O[C:54]([CH3:57])([CH3:56])[CH3:55])=O)C(O[C:54]([CH3:57])([CH3:56])[CH3:55])=O, predict the reaction product. The product is: [NH2:1][C:2]1[N:7]=[C:6]([N:8]2[CH2:30][CH2:29][C:11]3([CH2:15][N:14]([C:16]([O:18][CH2:19][C:20]4[CH:25]=[CH:24][CH:23]=[CH:22][CH:21]=4)=[O:17])[C@H:13]([C:26]([O:28][C:54]([CH3:57])([CH3:56])[CH3:55])=[O:27])[CH2:12]3)[CH2:10][CH2:9]2)[CH:5]=[C:4]([O:31][C@H:32]([C:37]2[CH:42]=[CH:41][C:40]([Cl:43])=[CH:39][C:38]=2[N:44]2[CH:48]=[CH:47][C:46]([CH3:49])=[N:45]2)[C:33]([F:35])([F:34])[F:36])[N:3]=1. (6) Given the reactants [CH3:1][O:2][CH2:3][C:4]1[C:9]([C:10](OC)=[O:11])=[C:8]([C:14]2[CH:19]=[CH:18][C:17]([CH3:20])=[CH:16][CH:15]=2)[C:7]([C:21]([O:23][C:24]([CH3:27])([CH3:26])[CH3:25])=[O:22])=[C:6]([CH3:28])[N:5]=1.C1(C)C=CC=CC=1.[H-].C([Al+]CC(C)C)C(C)C.CO.O.O.O.O.O.O.O.O.O.O.[O-]S([O-])(=O)=O.[Na+].[Na+], predict the reaction product. The product is: [OH:11][CH2:10][C:9]1[C:4]([CH2:3][O:2][CH3:1])=[N:5][C:6]([CH3:28])=[C:7]([C:8]=1[C:14]1[CH:15]=[CH:16][C:17]([CH3:20])=[CH:18][CH:19]=1)[C:21]([O:23][C:24]([CH3:27])([CH3:26])[CH3:25])=[O:22]. (7) Given the reactants Cl[S:2]([NH:5][C:6](=[O:9])[O:7][CH3:8])(=[O:4])=[O:3].[Cl:10][C:11]1[CH:17]=[C:16]([C:18]([F:21])([F:20])[F:19])[CH:15]=[C:14]([Cl:22])[C:12]=1[NH2:13].C(N(CC)CC)C.O, predict the reaction product. The product is: [Cl:10][C:11]1[CH:17]=[C:16]([C:18]([F:21])([F:19])[F:20])[CH:15]=[C:14]([Cl:22])[C:12]=1[NH:13][S:2]([NH:5][C:6](=[O:9])[O:7][CH3:8])(=[O:4])=[O:3]. (8) Given the reactants C[O:2][C:3](=[O:51])[C@@H:4]([NH:32][C:33](=[O:50])[C@H:34]([NH:42][C:43]([O:45][C:46]([CH3:49])([CH3:48])[CH3:47])=[O:44])[CH2:35][C:36]1[CH:41]=[CH:40][CH:39]=[CH:38][CH:37]=1)[CH2:5][CH2:6][CH2:7][C:8]1[N:9]=[CH:10][N:11]([C:13]([C:26]2[CH:31]=[CH:30][CH:29]=[CH:28][CH:27]=2)([C:20]2[CH:25]=[CH:24][CH:23]=[CH:22][CH:21]=2)[C:14]2[CH:19]=[CH:18][CH:17]=[CH:16][CH:15]=2)[CH:12]=1.O.[OH-].[Li+].O, predict the reaction product. The product is: [C:46]([O:45][C:43]([NH:42][C@H:34]([CH2:35][C:36]1[CH:41]=[CH:40][CH:39]=[CH:38][CH:37]=1)[C:33]([NH:32][C@@H:4]([CH2:5][CH2:6][CH2:7][C:8]1[N:9]=[CH:10][N:11]([C:13]([C:20]2[CH:21]=[CH:22][CH:23]=[CH:24][CH:25]=2)([C:26]2[CH:27]=[CH:28][CH:29]=[CH:30][CH:31]=2)[C:14]2[CH:15]=[CH:16][CH:17]=[CH:18][CH:19]=2)[CH:12]=1)[C:3]([OH:51])=[O:2])=[O:50])=[O:44])([CH3:49])([CH3:47])[CH3:48]. (9) Given the reactants [Br:1][C:2]1[S:3][C:4]([C:16]([O:18]CC)=[O:17])=[C:5]([C:7]2[CH:12]=[C:11]([Cl:13])[CH:10]=[CH:9][C:8]=2[O:14][CH3:15])[N:6]=1.[OH-].[K+].Cl.C(Cl)Cl, predict the reaction product. The product is: [Br:1][C:2]1[S:3][C:4]([C:16]([OH:18])=[O:17])=[C:5]([C:7]2[CH:12]=[C:11]([Cl:13])[CH:10]=[CH:9][C:8]=2[O:14][CH3:15])[N:6]=1. (10) Given the reactants C[Si]([N-][Si](C)(C)C)(C)C.[Li+].[C:11]([C:13]1[C:14]([N:21]([CH:25]2[CH2:28][CH2:27][CH2:26]2)[C:22](=[O:24])[CH3:23])=[N:15][C:16]([S:19][CH3:20])=[N:17][CH:18]=1)#[N:12], predict the reaction product. The product is: [NH2:12][C:11]1[C:13]2[CH:18]=[N:17][C:16]([S:19][CH3:20])=[N:15][C:14]=2[N:21]([CH:25]2[CH2:26][CH2:27][CH2:28]2)[C:22](=[O:24])[CH:23]=1.